This data is from Forward reaction prediction with 1.9M reactions from USPTO patents (1976-2016). The task is: Predict the product of the given reaction. (1) Given the reactants [Cl:1][C:2]1[CH:3]=[C:4]([CH:14]=[CH:15][CH:16]=1)[O:5][C:6]1[CH:11]=[CH:10][C:9]([NH2:12])=[C:8]([CH3:13])[CH:7]=1.CC(OC(C)=O)=O.C([O-])(=O)C.[K+].[N:29](OC(C)(C)C)=O, predict the reaction product. The product is: [Cl:1][C:2]1[CH:3]=[C:4]([CH:14]=[CH:15][CH:16]=1)[O:5][C:6]1[CH:7]=[C:8]2[C:9](=[CH:10][CH:11]=1)[NH:12][N:29]=[CH:13]2. (2) Given the reactants B(O)O.Br[C:5]1[CH:6]=[C:7]2[C:11](=[N:12][CH:13]=1)[NH:10][CH:9]=[CH:8]2.CC1(C)C(C)(C)OB([C:22]2[CH:23]=[C:24]3C=CN[C:25]3=[N:26][CH:27]=2)O1.N1C2C(=CC=CC=2)C=N1, predict the reaction product. The product is: [N:26]1[CH:27]=[CH:22][CH:23]=[C:24]([C:5]2[CH:6]=[C:7]3[CH:8]=[CH:9][NH:10][C:11]3=[N:12][CH:13]=2)[CH:25]=1. (3) Given the reactants [OH:1][C@H:2]1[C@H:10]([CH3:11])[O:9][C:8](=[O:12])[C@@H:7]([N:13]([CH2:21][O:22][CH3:23])[C:14](=[O:20])[O:15][C:16]([CH3:19])([CH3:18])[CH3:17])[CH2:6][CH2:5][CH2:4][C@@H:3]1[CH2:24][C:25]1[CH:30]=[CH:29][C:28]([O:31][CH3:32])=[CH:27][CH:26]=1.C(=O)(OC(C)(C)C)O[CH2:35][CH:36]=[CH2:37], predict the reaction product. The product is: [CH2:37]([O:1][C@H:2]1[C@H:10]([CH3:11])[O:9][C:8](=[O:12])[C@@H:7]([N:13]([CH2:21][O:22][CH3:23])[C:14](=[O:20])[O:15][C:16]([CH3:19])([CH3:17])[CH3:18])[CH2:6][CH2:5][CH2:4][C@@H:3]1[CH2:24][C:25]1[CH:30]=[CH:29][C:28]([O:31][CH3:32])=[CH:27][CH:26]=1)[CH:36]=[CH2:35]. (4) Given the reactants [CH:1]([N:14]1[CH2:17][CH:16]([OH:18])[CH2:15]1)([C:8]1[CH:13]=[CH:12][CH:11]=[CH:10][CH:9]=1)[C:2]1[CH:7]=[CH:6][CH:5]=[CH:4][CH:3]=1.[F:19][C:20]([F:37])([F:36])[C:21]1[CH:35]=[CH:34][CH:33]=[CH:32][C:22]=1[CH:23](O)[C:24]1[CH:29]=[CH:28][C:27]([F:30])=[CH:26][CH:25]=1.C(N1CC(OC(C2C=CC(Cl)=CC=2)C2C=CC(Cl)=CC=2Cl)C1)(C1C=CC=CC=1)C1C=CC=CC=1, predict the reaction product. The product is: [CH:1]([N:14]1[CH2:17][CH:16]([O:18][CH:23]([C:24]2[CH:25]=[CH:26][C:27]([F:30])=[CH:28][CH:29]=2)[C:22]2[CH:32]=[CH:33][CH:34]=[CH:35][C:21]=2[C:20]([F:37])([F:36])[F:19])[CH2:15]1)([C:8]1[CH:13]=[CH:12][CH:11]=[CH:10][CH:9]=1)[C:2]1[CH:3]=[CH:4][CH:5]=[CH:6][CH:7]=1. (5) Given the reactants [F:1][C:2]([F:36])([F:35])[C:3]1[CH:4]=[C:5]([C@H:13]2[O:17][C:16](=[O:18])[N:15]([CH2:19][C:20]3[CH:25]=[C:24]([O:26][C:27]([F:30])([F:29])[F:28])[CH:23]=[CH:22][C:21]=3[NH:31][CH2:32][CH3:33])[C@H:14]2[CH3:34])[CH:6]=[C:7]([C:9]([F:12])([F:11])[F:10])[CH:8]=1.[CH3:37][C:38]1([CH3:49])[CH2:43][O:42][CH:41]([CH2:44][CH2:45][CH2:46][CH:47]=O)[O:40][CH2:39]1.[BH-](OC(C)=O)(OC(C)=O)OC(C)=O.[Na+], predict the reaction product. The product is: [F:36][C:2]([F:1])([F:35])[C:3]1[CH:4]=[C:5]([C@H:13]2[O:17][C:16](=[O:18])[N:15]([CH2:19][C:20]3[CH:25]=[C:24]([O:26][C:27]([F:28])([F:29])[F:30])[CH:23]=[CH:22][C:21]=3[N:31]([CH2:47][CH2:46][CH2:45][CH2:44][CH:41]3[O:40][CH2:39][C:38]([CH3:37])([CH3:49])[CH2:43][O:42]3)[CH2:32][CH3:33])[C@H:14]2[CH3:34])[CH:6]=[C:7]([C:9]([F:11])([F:10])[F:12])[CH:8]=1. (6) Given the reactants [F:1][C:2]1[CH:7]=[CH:6][C:5]([F:8])=[CH:4][C:3]=1[C:9]1[S:13][C:12]([CH3:20])([C:14]2[CH:19]=[CH:18][CH:17]=[CH:16][CH:15]=2)[NH:11][N:10]=1.[C:21]([N:28]1C=CN=C1)(N1C=CN=C1)=[S:22].[NH2:33]N, predict the reaction product. The product is: [F:1][C:2]1[CH:7]=[CH:6][C:5]([F:8])=[CH:4][C:3]=1[C:9]1[S:13][C:12]([CH3:20])([C:14]2[CH:19]=[CH:18][CH:17]=[CH:16][CH:15]=2)[N:11]([C:21](=[S:22])[NH:28][NH2:33])[N:10]=1. (7) Given the reactants C(O)C.O1CCCC1.[Cl:9][C:10]1[C:11]([C:16]2[CH:17]=[C:18]3[C:22](=[CH:23][CH:24]=2)[NH:21][N:20]=[C:19]3[NH:25][C:26]2[S:27][C:28]([CH:31]=[O:32])=[CH:29][N:30]=2)=[N:12][CH:13]=[CH:14][CH:15]=1.[BH4-].[Na+], predict the reaction product. The product is: [Cl:9][C:10]1[C:11]([C:16]2[CH:17]=[C:18]3[C:22](=[CH:23][CH:24]=2)[NH:21][N:20]=[C:19]3[NH:25][C:26]2[S:27][C:28]([CH2:31][OH:32])=[CH:29][N:30]=2)=[N:12][CH:13]=[CH:14][CH:15]=1. (8) Given the reactants [CH2:1]([O:3][C:4](=[O:19])[CH2:5][S:6]([C:9]1[CH:14]=[CH:13][C:12]([C:15]([F:18])([F:17])[F:16])=[CH:11][CH:10]=1)(=[O:8])=[O:7])[CH3:2].C(=O)([O-])[O-].[K+].[K+].Br[CH2:27][CH2:28]Br, predict the reaction product. The product is: [CH2:1]([O:3][C:4]([C:5]1([S:6]([C:9]2[CH:14]=[CH:13][C:12]([C:15]([F:16])([F:17])[F:18])=[CH:11][CH:10]=2)(=[O:7])=[O:8])[CH2:28][CH2:27]1)=[O:19])[CH3:2].